This data is from Forward reaction prediction with 1.9M reactions from USPTO patents (1976-2016). The task is: Predict the product of the given reaction. (1) Given the reactants [OH:1][C:2]1[CH:10]=[CH:9][C:8]([N:11]2[CH:15]=[CH:14][CH:13]=[CH:12]2)=[CH:7][C:3]=1[C:4]([OH:6])=[O:5].Cl.CN(C)[CH2:19][CH2:20]CN=C=N.O.ON1C2C=CC=CC=2N=N1.C(O)C, predict the reaction product. The product is: [N:11]1([C:8]2[CH:7]=[C:3]([C:4]([O:6][CH2:19][CH3:20])=[O:5])[C:2]([OH:1])=[CH:10][CH:9]=2)[CH:15]=[CH:14][CH:13]=[CH:12]1. (2) The product is: [CH2:1]([C:8]1[S:12][C:11]([NH:13][C:14](=[O:23])[C:15]2[CH:20]=[CH:19][C:18]([OH:21])=[CH:17][CH:16]=2)=[N:10][C:9]=1[C:24]1[CH:25]=[CH:26][C:27]([OH:30])=[CH:28][CH:29]=1)[C:2]1[CH:7]=[CH:6][CH:5]=[CH:4][CH:3]=1. Given the reactants [CH2:1]([C:8]1[S:12][C:11]([NH:13][C:14](=[O:23])[C:15]2[CH:20]=[CH:19][C:18]([O:21]C)=[CH:17][CH:16]=2)=[N:10][C:9]=1[C:24]1[CH:29]=[CH:28][C:27]([O:30]C)=[CH:26][CH:25]=1)[C:2]1[CH:7]=[CH:6][CH:5]=[CH:4][CH:3]=1.B(Br)(Br)Br, predict the reaction product. (3) Given the reactants [O:1]=C=NC1CC(C)(C)CC(C)(CN=C=O)C1.[C:17]1(=[O:24])[CH:22]=[CH:21][C:17](=[O:24])[CH:22]=[CH:21]1.C1(O)C(=C[C:29](=[CH:31]C=1)[OH:30])C.[N-:34]=[C:35]=[O:36], predict the reaction product. The product is: [C:17]([OH:24])(=[O:1])[CH:22]=[CH2:21].[NH2:34][C:35]([O:30][CH2:29][CH3:31])=[O:36]. (4) Given the reactants Br[C:2]([C:16]1[CH:21]=[CH:20][CH:19]=[CH:18][CH:17]=1)=[C:3]([C:10]1[CH:15]=[CH:14][CH:13]=[CH:12][CH:11]=1)[C:4]1[CH:9]=[CH:8][CH:7]=[CH:6][CH:5]=1.[Mg].C(OCCC(C)C)CC(C)C.[Br:34][C:35]1[CH:36]=[C:37]([CH:48]=[C:49]([Br:51])[CH:50]=1)[C:38]([C:40]1[CH:45]=[C:44]([Br:46])[CH:43]=[C:42]([Br:47])[CH:41]=1)=O, predict the reaction product. The product is: [C:16]1([C:2]2[C:38]([C:40]3[CH:45]=[C:44]([Br:46])[CH:43]=[C:42]([Br:47])[CH:41]=3)([C:37]3[CH:36]=[C:35]([Br:34])[CH:50]=[C:49]([Br:51])[CH:48]=3)[C:11]3[C:10]([C:3]=2[C:4]2[CH:9]=[CH:8][CH:7]=[CH:6][CH:5]=2)=[CH:15][CH:14]=[CH:13][CH:12]=3)[CH:17]=[CH:18][CH:19]=[CH:20][CH:21]=1. (5) Given the reactants [NH2:1][CH2:2][C:3]1[O:7][C:6]([C:8]#[N:9])=[CH:5][CH:4]=1.[CH2:10]([O:17][C:18]1[CH:23]=[CH:22][N:21]([C:24]2[S:25][C:26]([C:30](O)=[O:31])=[C:27]([CH3:29])[N:28]=2)[C:20](=[O:33])[CH:19]=1)[C:11]1[CH:16]=[CH:15][CH:14]=[CH:13][CH:12]=1, predict the reaction product. The product is: [CH2:10]([O:17][C:18]1[CH:23]=[CH:22][N:21]([C:24]2[S:25][C:26]([C:30]([NH:9][CH2:8][C:6]3[O:7][C:3]([C:2]#[N:1])=[CH:4][CH:5]=3)=[O:31])=[C:27]([CH3:29])[N:28]=2)[C:20](=[O:33])[CH:19]=1)[C:11]1[CH:16]=[CH:15][CH:14]=[CH:13][CH:12]=1. (6) The product is: [CH3:30][O:29][C:27](=[O:28])[C:26]1[CH:31]=[CH:32][C:23]([N:16]2[CH:17]=[C:13]([C:12]3[C:8]([C:5]4[CH:6]=[CH:7][C:2]([F:1])=[CH:3][CH:4]=4)=[N:9][O:10][C:11]=3[C:18]([F:21])([F:19])[F:20])[N:14]=[CH:15]2)=[N:24][CH:25]=1. Given the reactants [F:1][C:2]1[CH:7]=[CH:6][C:5]([C:8]2[C:12]([C:13]3[N:14]=[CH:15][NH:16][CH:17]=3)=[C:11]([C:18]([F:21])([F:20])[F:19])[O:10][N:9]=2)=[CH:4][CH:3]=1.Cl[C:23]1[CH:32]=[CH:31][C:26]([C:27]([O:29][CH3:30])=[O:28])=[CH:25][N:24]=1, predict the reaction product. (7) Given the reactants CS(O[CH2:6][CH:7]1[CH2:12][CH:11]2[N:13]([C:14]([O:16][C:17]([CH3:20])([CH3:19])[CH3:18])=[O:15])[CH:8]1[CH2:9][CH2:10]2)(=O)=O.[N-:21]=[N+:22]=[N-:23].[Na+].O, predict the reaction product. The product is: [N:21]([CH2:6][CH:7]1[CH2:12][CH:11]2[N:13]([C:14]([O:16][C:17]([CH3:20])([CH3:19])[CH3:18])=[O:15])[CH:8]1[CH2:9][CH2:10]2)=[N+:22]=[N-:23].